Binary Classification. Given a drug SMILES string, predict its activity (active/inactive) in a high-throughput screening assay against a specified biological target. From a dataset of M1 muscarinic receptor antagonist screen with 61,756 compounds. The molecule is s1c(CC(=O)NC(c2cc3OCOc3cc2)C)ccc1. The result is 0 (inactive).